Dataset: Forward reaction prediction with 1.9M reactions from USPTO patents (1976-2016). Task: Predict the product of the given reaction. (1) Given the reactants [N:1]1[CH:6]=[CH:5][CH:4]=[C:3]([C:7]2[CH:11]=[N:10][S:9][N:8]=2)[CH:2]=1.[CH3:12]I, predict the reaction product. The product is: [CH3:12][N:1]1[CH2:6][CH2:5][CH:4]=[C:3]([C:7]2[CH:11]=[N:10][S:9][N:8]=2)[CH2:2]1. (2) Given the reactants FC(F)(F)C(O)=O.[OH:8][C:9]1[CH:10]=[C:11]([C:16]([C@@H:18]2[C@:27]3([CH3:28])[C@H:22]([C:23]([CH3:30])([CH3:29])[CH2:24][CH2:25][CH2:26]3)[CH2:21][C@@H:20]([NH:31][C:32]([CH2:34][CH2:35][NH:36]C(=O)OC(C)(C)C)=[O:33])[C@H:19]2[CH3:44])=[O:17])[CH:12]=[C:13]([OH:15])[CH:14]=1.[OH-].[Na+], predict the reaction product. The product is: [OH:8][C:9]1[CH:10]=[C:11]([C:16]([C@@H:18]2[C@:27]3([CH3:28])[C@H:22]([C:23]([CH3:30])([CH3:29])[CH2:24][CH2:25][CH2:26]3)[CH2:21][C@@H:20]([NH:31][C:32](=[O:33])[CH2:34][CH2:35][NH2:36])[C@H:19]2[CH3:44])=[O:17])[CH:12]=[C:13]([OH:15])[CH:14]=1. (3) Given the reactants [Cl:1][C:2]1[CH:12]=[CH:11][C:5]([C:6](OCC)=[O:7])=[CH:4][N:3]=1.[H-].[Al+3].[Li+].[H-].[H-].[H-].C(O)(=O)C(C(C(O)=O)O)O, predict the reaction product. The product is: [Cl:1][C:2]1[N:3]=[CH:4][C:5]([CH2:6][OH:7])=[CH:11][CH:12]=1. (4) Given the reactants N1CCCC1.[H-].COCCO[Al+]OCCOC.[Na+].[H-].CC(C)([O-])C.[K+].C[O:27][C:28](=O)[C:29]1[CH:34]=[CH:33][C:32]([N:35]2[CH:39]=[C:38]([CH3:40])[N:37]=[CH:36]2)=[C:31]([O:41][CH3:42])[CH:30]=1.[OH-].[Na+], predict the reaction product. The product is: [CH3:42][O:41][C:31]1[CH:30]=[C:29]([CH:34]=[CH:33][C:32]=1[N:35]1[CH:39]=[C:38]([CH3:40])[N:37]=[CH:36]1)[CH:28]=[O:27]. (5) Given the reactants [Cl:1][C:2]1[CH:3]=[C:4]([CH:8]=[CH:9][CH:10]=1)[C:5](=[NH:7])[NH2:6].[F:11][C:12]([F:22])([F:21])[C:13](=O)[CH2:14][C:15](OCC)=[O:16].C[O-].[Na+].CO, predict the reaction product. The product is: [Cl:1][C:2]1[CH:3]=[C:4]([C:5]2[NH:6][C:15](=[O:16])[CH:14]=[C:13]([C:12]([F:22])([F:21])[F:11])[N:7]=2)[CH:8]=[CH:9][CH:10]=1.